This data is from Forward reaction prediction with 1.9M reactions from USPTO patents (1976-2016). The task is: Predict the product of the given reaction. (1) Given the reactants Cl[C:2]1[N:6]2[CH:7]=[C:8]([F:11])[CH:9]=[CH:10][C:5]2=[N:4][N:3]=1.[OH:12][CH:13]1[CH2:18][CH2:17][NH:16][CH2:15][CH2:14]1.N, predict the reaction product. The product is: [F:11][C:8]1[CH:9]=[CH:10][C:5]2[N:6]([C:2]([N:16]3[CH2:17][CH2:18][CH:13]([OH:12])[CH2:14][CH2:15]3)=[N:3][N:4]=2)[CH:7]=1. (2) The product is: [N:21]1[CH:20]=[N:19][N:17]2[CH:18]=[C:13]([C:10]3[N:9]([C:22]4[CH:23]=[C:24]([CH3:28])[CH:25]=[CH:26][CH:27]=4)[C:8](=[O:29])[N:7]([CH2:6][CH:1]4[CH2:2][CH2:5]4)[C:11]=3[CH3:12])[CH:14]=[CH:15][C:16]=12. Given the reactants [CH:1]1([CH2:6][N:7]2[C:11]([CH3:12])=[C:10]([C:13]3[CH:14]=[CH:15][C:16]4[N:17]([N:19]=[CH:20][N:21]=4)[CH:18]=3)[N:9]([C:22]3[CH:23]=[C:24]([CH3:28])[CH:25]=[CH:26][CH:27]=3)[C:8]2=[O:29])[CH2:5]CC[CH2:2]1.ICC1CCCC1, predict the reaction product. (3) Given the reactants C(Cl)(=O)C(Cl)=O.CS(C)=O.[OH:11][CH:12]1[CH2:17][CH2:16][N:15]([C:18]2([CH3:29])[CH2:23][CH2:22][N:21]([C:24]([O:26][CH2:27][CH3:28])=[O:25])[CH2:20][CH2:19]2)[CH2:14][CH2:13]1.C(N(CC)CC)C, predict the reaction product. The product is: [CH3:29][C:18]1([N:15]2[CH2:16][CH2:17][C:12](=[O:11])[CH2:13][CH2:14]2)[CH2:19][CH2:20][N:21]([C:24]([O:26][CH2:27][CH3:28])=[O:25])[CH2:22][CH2:23]1. (4) Given the reactants C(=O)([O-])[O-].[K+].[K+].CN(C=O)C.[CH:12]1([CH2:15][O:16][C:17]2[CH:18]=[CH:19][C:20]([F:29])=[C:21]3[C:26]=2[NH:25][CH:24]=[C:23]([I:27])[C:22]3=[O:28])[CH2:14][CH2:13]1.[CH2:30](I)[CH3:31], predict the reaction product. The product is: [CH:12]1([CH2:15][O:16][C:17]2[CH:18]=[CH:19][C:20]([F:29])=[C:21]3[C:26]=2[N:25]([CH2:30][CH3:31])[CH:24]=[C:23]([I:27])[C:22]3=[O:28])[CH2:13][CH2:14]1. (5) The product is: [F:17][C:18]1[CH:27]=[C:26]([I:28])[CH:25]=[CH:24][C:19]=1[NH:20][C:21]1[N:22]([CH3:23])[C:10](=[O:12])[C:6]2[N:7]=[CH:8][S:9][C:5]=2[C:4]=1[C:3]([O:2][CH3:1])=[O:14]. Given the reactants [CH3:1][O:2][C:3](=[O:14])[CH2:4][C:5]1[S:9][CH:8]=[N:7][C:6]=1[C:10]([O:12]C)=O.[H-].[Na+].[F:17][C:18]1[CH:27]=[C:26]([I:28])[CH:25]=[CH:24][C:19]=1[N:20]=[C:21]=[N:22][CH3:23].[NH4+].[Cl-], predict the reaction product. (6) Given the reactants [Br:1][C:2]1[CH:7]=[C:6]([C:8]([OH:17])([C:13]([F:16])([F:15])[F:14])[C:9]([F:12])([F:11])[F:10])[CH:5]=[C:4]([S:18][C:19]([F:22])([F:21])[F:20])[C:3]=1[NH:23][C:24](=[O:32])[C:25]1[CH:30]=[CH:29][CH:28]=[C:27]([NH2:31])[CH:26]=1.[F:33][C:34]1[CH:42]=[CH:41][CH:40]=[CH:39][C:35]=1[C:36](Cl)=[O:37], predict the reaction product. The product is: [Br:1][C:2]1[CH:7]=[C:6]([C:8]([OH:17])([C:9]([F:11])([F:10])[F:12])[C:13]([F:16])([F:14])[F:15])[CH:5]=[C:4]([S:18][C:19]([F:20])([F:21])[F:22])[C:3]=1[NH:23][C:24](=[O:32])[C:25]1[CH:30]=[CH:29][CH:28]=[C:27]([NH:31][C:36](=[O:37])[C:35]2[CH:39]=[CH:40][CH:41]=[CH:42][C:34]=2[F:33])[CH:26]=1. (7) The product is: [F:1][C:2]1[C:3]([N:8]2[CH2:9][CH:10]=[C:11]([C:14]#[N:15])[CH2:12][CH2:13]2)=[N:4][CH:5]=[CH:6][CH:7]=1. Given the reactants [F:1][C:2]1[C:3]([N:8]2[CH2:13][CH2:12][C:11](O)([C:14]#[N:15])[CH2:10][CH2:9]2)=[N:4][CH:5]=[CH:6][CH:7]=1.P(Cl)(Cl)(Cl)=O.P([O-])([O-])([O-])=O.[K+].[K+].[K+], predict the reaction product. (8) Given the reactants [NH:1]1[C:9]2[C:4](=[CH:5][CH:6]=[C:7](/[CH:10]=[CH:11]/[C:12](=O)[CH2:13][C:14](=O)/[CH:15]=[CH:16]/[C:17]3[CH:22]=[CH:21][C:20]([O:23][CH2:24][CH2:25][N:26]4[CH2:31][CH2:30][O:29][CH2:28][CH2:27]4)=[CH:19][CH:18]=3)[CH:8]=2)[CH:3]=[CH:2]1.CC(O)=O.O.[NH2:39][NH2:40].C([O-])([O-])=O.[K+].[K+], predict the reaction product. The product is: [NH:1]1[C:9]2[C:4](=[CH:5][CH:6]=[C:7](/[CH:10]=[CH:11]/[C:12]3[NH:40][N:39]=[C:14](/[CH:15]=[CH:16]/[C:17]4[CH:22]=[CH:21][C:20]([O:23][CH2:24][CH2:25][N:26]5[CH2:31][CH2:30][O:29][CH2:28][CH2:27]5)=[CH:19][CH:18]=4)[CH:13]=3)[CH:8]=2)[CH:3]=[CH:2]1. (9) The product is: [CH3:1][C:2]1[CH:23]=[CH:22][CH:21]=[CH:20][C:3]=1[C:4]([NH:6][C@@H:7]1[CH2:12][CH2:11][CH2:10][NH:9][CH2:8]1)=[O:5]. Given the reactants [CH3:1][C:2]1[CH:23]=[CH:22][CH:21]=[CH:20][C:3]=1[C:4]([NH:6][C@@H:7]1[CH2:12][CH2:11][CH2:10][N:9](C(OC(C)(C)C)=O)[CH2:8]1)=[O:5].Cl, predict the reaction product. (10) Given the reactants C([O:8][C:9]1[CH:10]=[C:11]([C:15]2[CH2:19][C@@:18]([CH2:23][C:24]([OH:26])=[O:25])([C:20]([OH:22])=[O:21])[O:17][N:16]=2)[CH:12]=[CH:13][CH:14]=1)C1C=CC=CC=1.C1COCC1, predict the reaction product. The product is: [C:24]([CH2:23][C@:18]1([C:20]([OH:22])=[O:21])[O:17][N:16]=[C:15]([C:11]2[CH:12]=[CH:13][CH:14]=[C:9]([OH:8])[CH:10]=2)[CH2:19]1)([OH:26])=[O:25].